Dataset: Full USPTO retrosynthesis dataset with 1.9M reactions from patents (1976-2016). Task: Predict the reactants needed to synthesize the given product. (1) Given the product [CH2:20]([N:27]1[CH2:31][CH2:30][CH:29]([NH:32][C:4]2[N:3]=[C:2]([CH3:1])[C:7]([C:8]([O:10][CH2:11][C:12]3[CH:17]=[CH:16][CH:15]=[CH:14][CH:13]=3)=[O:9])=[CH:6][N:5]=2)[CH2:28]1)[C:21]1[CH:22]=[CH:23][CH:24]=[CH:25][CH:26]=1, predict the reactants needed to synthesize it. The reactants are: [CH3:1][C:2]1[C:7]([C:8]([O:10][CH2:11][C:12]2[CH:17]=[CH:16][CH:15]=[CH:14][CH:13]=2)=[O:9])=[CH:6][N:5]=[C:4](SC)[N:3]=1.[CH2:20]([N:27]1[CH2:31][CH2:30][CH:29]([NH2:32])[CH2:28]1)[C:21]1[CH:26]=[CH:25][CH:24]=[CH:23][CH:22]=1.CCOC(C)=O.O. (2) The reactants are: N1(CC2N3C=C(C)C=CC3=NC=2C2C=CC(C)=CC=2)C=CN=C1.[CH3:24][O:25][C:26]([C:28]1[NH:32][C:31]2[CH:33]=[CH:34][O:35][C:30]=2[CH:29]=1)=[O:27].Cl.Cl[CH2:38][C:39]1[N:43]2[CH:44]=[CH:45][CH:46]=[CH:47][C:42]2=[N:41][C:40]=1[C:48]1[CH:53]=[CH:52][C:51]([Cl:54])=[CH:50][CH:49]=1. Given the product [Cl:54][C:51]1[CH:50]=[CH:49][C:48]([C:40]2[N:41]=[C:42]3[CH:47]=[CH:46][CH:45]=[CH:44][N:43]3[C:39]=2[CH2:38][N:32]2[C:28]([C:26]([O:25][CH3:24])=[O:27])=[CH:29][C:30]3[O:35][CH:34]=[CH:33][C:31]2=3)=[CH:53][CH:52]=1, predict the reactants needed to synthesize it.